Dataset: Full USPTO retrosynthesis dataset with 1.9M reactions from patents (1976-2016). Task: Predict the reactants needed to synthesize the given product. (1) Given the product [CH:1]([N:14]1[CH2:17][CH:16]([O:18][CH2:22][CH2:23][O:24][CH:25]2[CH2:30][CH2:29][CH2:28][CH2:27][O:26]2)[CH2:15]1)([C:8]1[CH:13]=[CH:12][CH:11]=[CH:10][CH:9]=1)[C:2]1[CH:3]=[CH:4][CH:5]=[CH:6][CH:7]=1, predict the reactants needed to synthesize it. The reactants are: [CH:1]([N:14]1[CH2:17][CH:16]([OH:18])[CH2:15]1)([C:8]1[CH:13]=[CH:12][CH:11]=[CH:10][CH:9]=1)[C:2]1[CH:7]=[CH:6][CH:5]=[CH:4][CH:3]=1.[H-].[Na+].Br[CH2:22][CH2:23][O:24][CH:25]1[CH2:30][CH2:29][CH2:28][CH2:27][O:26]1.O. (2) Given the product [ClH:1].[NH:18]1[CH2:19][CH2:20][CH:17]1[CH2:16][N:9]([CH2:2][C:3]1[CH:8]=[CH:7][CH:6]=[CH:5][CH:4]=1)[C@H:10]([C:11]([O:13][CH3:14])=[O:12])[CH3:15], predict the reactants needed to synthesize it. The reactants are: [ClH:1].[CH2:2]([N:9]([CH2:16][CH:17]1[CH2:20][CH2:19][N:18]1C(OC(C)(C)C)=O)[CH:10]([CH3:15])[C:11]([O:13][CH3:14])=[O:12])[C:3]1[CH:8]=[CH:7][CH:6]=[CH:5][CH:4]=1. (3) Given the product [CH3:7][C:8]([CH3:21])([CH3:20])[CH2:9][CH2:10][O:11][C:12]1[CH:13]=[CH:14][C:15]([CH2:16][NH2:17])=[CH:18][CH:19]=1, predict the reactants needed to synthesize it. The reactants are: [H-].[Al+3].[Li+].[H-].[H-].[H-].[CH3:7][C:8]([CH3:21])([CH3:20])[CH2:9][CH2:10][O:11][C:12]1[CH:19]=[CH:18][C:15]([C:16]#[N:17])=[CH:14][CH:13]=1. (4) Given the product [CH2:7]([N:4]1[CH:5]=[N:6][C:2]([NH2:1])=[N:3]1)[C:8]1[CH:13]=[CH:12][CH:11]=[CH:10][CH:9]=1, predict the reactants needed to synthesize it. The reactants are: [NH2:1][C:2]1[N:6]=[CH:5][NH:4][N:3]=1.[CH2:7](Br)[C:8]1[CH:13]=[CH:12][CH:11]=[CH:10][CH:9]=1. (5) The reactants are: Br[C:2]1[C:11]2[O:10][CH2:9][N:8](C(C)(C)C)[CH2:7][C:6]=2[CH:5]=[C:4](C(C)(C)C)[CH:3]=1.FC(F)(F)C1C=CC(B(O)O)=CN=1.C(=O)([O-])[O-].[K+].[K+]. Given the product [O:10]1[C:11]2[CH:2]=[CH:3][CH:4]=[CH:5][C:6]=2[CH2:7][NH:8][CH2:9]1, predict the reactants needed to synthesize it. (6) Given the product [Br:1][C:2]1[CH:10]=[C:9]([CH:8]=[CH:7][C:3]=1[C:4]([N:59]1[CH2:60][CH2:61][S:57][CH2:58]1)=[O:5])[C:11]([NH:13][C@H:14]([C:16]1[NH:20][C:19]2[CH:21]=[CH:22][C:23]([Cl:25])=[CH:24][C:18]=2[N:17]=1)[CH3:15])=[O:12], predict the reactants needed to synthesize it. The reactants are: [Br:1][C:2]1[CH:10]=[C:9]([C:11]([NH:13][C@H:14]([C:16]2[NH:20][C:19]3[CH:21]=[CH:22][C:23]([Cl:25])=[CH:24][C:18]=3[N:17]=2)[CH3:15])=[O:12])[CH:8]=[CH:7][C:3]=1[C:4](O)=[O:5].CN(C(ON1N=NC2C=CC=CC1=2)=[N+](C)C)C.[B-](F)(F)(F)F.C(N(C(C)C)CC)(C)C.[S:57]1[CH2:61][CH2:60][NH:59][CH2:58]1.BrCl. (7) The reactants are: [C:1]1([CH3:9])[CH:6]=[C:5]([CH3:7])[CH:4]=[C:3]([CH3:8])[CH:2]=1.C(O[O:15][C:16]([CH3:19])(C)C)(C)(C)C.[C]=O.[CH2:22]([OH:24])C. Given the product [CH3:9][C:1]1[CH:6]=[C:5]([CH2:7][C:22]([O:15][CH2:16][CH3:19])=[O:24])[CH:4]=[C:3]([CH3:8])[CH:2]=1, predict the reactants needed to synthesize it.